This data is from Peptide-MHC class II binding affinity with 134,281 pairs from IEDB. The task is: Regression. Given a peptide amino acid sequence and an MHC pseudo amino acid sequence, predict their binding affinity value. This is MHC class II binding data. The peptide sequence is NSLLFIPDIKLAIDN. The MHC is DRB1_1501 with pseudo-sequence DRB1_1501. The binding affinity (normalized) is 0.813.